This data is from Reaction yield outcomes from USPTO patents with 853,638 reactions. The task is: Predict the reaction yield, written as a fraction of the theoretical maximum amount of product (1.0 means a 100% yield; for example, 0.34 means a 34% yield). (1) The reactants are [Cr](Cl)([O-])(=O)=O.[NH+]1C=CC=CC=1.[N:12]1([CH2:17][CH2:18][CH2:19][O:20][C:21]2[CH:26]=[CH:25][C:24]([C:27]3([CH2:33][OH:34])[CH2:32][CH2:31][O:30][CH2:29][CH2:28]3)=[CH:23][CH:22]=2)[CH2:16][CH2:15][CH2:14][CH2:13]1.S([O-])([O-])(=O)=O.[Mg+2]. The catalyst is ClCCl. The product is [N:12]1([CH2:17][CH2:18][CH2:19][O:20][C:21]2[CH:26]=[CH:25][C:24]([C:27]3([CH:33]=[O:34])[CH2:28][CH2:29][O:30][CH2:31][CH2:32]3)=[CH:23][CH:22]=2)[CH2:16][CH2:15][CH2:14][CH2:13]1. The yield is 0.502. (2) The yield is 0.720. The reactants are [C:1]1([CH2:7][CH2:8][NH2:9])[CH:6]=[CH:5][CH:4]=[CH:3][CH:2]=1.CCN(CC)CC.[C:17]1([S:23](Cl)(=[O:25])=[O:24])[CH:22]=[CH:21][CH:20]=[CH:19][CH:18]=1. The catalyst is CN(C=O)C. The product is [CH2:8]([NH:9][S:23]([C:17]1[CH:22]=[CH:21][CH:20]=[CH:19][CH:18]=1)(=[O:25])=[O:24])[CH2:7][C:1]1[CH:6]=[CH:5][CH:4]=[CH:3][CH:2]=1.